Predict the reactants needed to synthesize the given product. From a dataset of Full USPTO retrosynthesis dataset with 1.9M reactions from patents (1976-2016). (1) Given the product [CH2:17]([N:8]1[N:7]=[C:6]([CH2:12][CH3:13])[C:5]2[CH:14]=[CH:15][C:2]([Cl:1])=[C:3]([Cl:16])[C:4]=2[S:9]1(=[O:11])=[O:10])[CH3:18], predict the reactants needed to synthesize it. The reactants are: [Cl:1][C:2]1[CH:15]=[CH:14][C:5]2[C:6]([CH2:12][CH3:13])=[N:7][NH:8][S:9](=[O:11])(=[O:10])[C:4]=2[C:3]=1[Cl:16].[CH2:17](I)[CH3:18]. (2) Given the product [CH2:17]([C:14]1[CH:13]=[N:12][C:11]([O:10][CH:7]2[CH2:8][CH2:9][CH:4]([NH2:1])[CH2:5][CH2:6]2)=[N:16][CH:15]=1)[CH3:18], predict the reactants needed to synthesize it. The reactants are: [N:1]([CH:4]1[CH2:9][CH2:8][CH:7]([O:10][C:11]2[N:16]=[CH:15][C:14]([CH2:17][CH3:18])=[CH:13][N:12]=2)[CH2:6][CH2:5]1)=[N+]=[N-]. (3) Given the product [NH2:1][C:2]1[N:7]=[CH:6][C:5]([C:8]([O:10][CH2:11][CH3:12])=[O:9])=[N:4][C:3]=1[C:13]1[CH:21]=[CH:20][C:16]([C:17](=[O:19])[NH:23][C@@H:24]([C:27]2[CH:32]=[C:31]([F:33])[CH:30]=[C:29]([Br:34])[CH:28]=2)[CH2:25][OH:26])=[C:15]([F:22])[CH:14]=1, predict the reactants needed to synthesize it. The reactants are: [NH2:1][C:2]1[C:3]([C:13]2[CH:21]=[CH:20][C:16]([C:17]([OH:19])=O)=[C:15]([F:22])[CH:14]=2)=[N:4][C:5]([C:8]([O:10][CH2:11][CH3:12])=[O:9])=[CH:6][N:7]=1.[NH2:23][C@@H:24]([C:27]1[CH:32]=[C:31]([F:33])[CH:30]=[C:29]([Br:34])[CH:28]=1)[CH2:25][OH:26].C1C=NC2N(O)N=NC=2C=1.C(Cl)CCl.CCN(C(C)C)C(C)C. (4) Given the product [N:22]1([C:20]([C:17]2[CH:16]=[CH:15][C:14]([NH:13][C:10]([C:3]3[C:4]4[C:9](=[CH:8][CH:7]=[CH:6][CH:5]=4)[NH:1][N:2]=3)=[O:12])=[CH:19][CH:18]=2)=[O:21])[CH2:27][CH2:26][CH2:25][CH2:24][CH2:23]1, predict the reactants needed to synthesize it. The reactants are: [NH:1]1[C:9]2[C:4](=[CH:5][CH:6]=[CH:7][CH:8]=2)[C:3]([C:10]([OH:12])=O)=[N:2]1.[NH2:13][C:14]1[CH:19]=[CH:18][C:17]([C:20]([N:22]2[CH2:27][CH2:26][CH2:25][CH2:24][CH2:23]2)=[O:21])=[CH:16][CH:15]=1.C1N(P(Cl)(N2C(=O)OCC2)=O)C(=O)OC1.O. (5) Given the product [NH:24]1[C:32]2[C:27](=[CH:28][CH:29]=[CH:30][CH:31]=2)[CH:26]=[N:25]1, predict the reactants needed to synthesize it. The reactants are: C1(C2CCCC(=O)C=2)C=CC=CC=1.NS(C1C=CC([N:24]2[C:32]3[C:27](=[CH:28][CH:29]=[C:30](C)[CH:31]=3)[C:26](C(N)=O)=[N:25]2)=CC=1)(=O)=O. (6) Given the product [F:1][C:2]1[CH:13]=[C:12]([F:14])[CH:11]=[CH:10][C:3]=1[CH2:4][C@H:5]([CH2:8][CH3:9])[CH2:6][O:7][S:23]([CH3:22])(=[O:25])=[O:24], predict the reactants needed to synthesize it. The reactants are: [F:1][C:2]1[CH:13]=[C:12]([F:14])[CH:11]=[CH:10][C:3]=1[CH2:4][C@H:5]([CH2:8][CH3:9])[CH2:6][OH:7].C(N(CC)CC)C.[CH3:22][S:23](Cl)(=[O:25])=[O:24]. (7) Given the product [O:22]1[CH2:23][CH2:24][N:19]([C:2]2[CH:3]=[N:4][CH:5]=[C:6]([N+:9]([O-:11])=[O:10])[C:7]=2[NH2:8])[CH2:20][CH2:21]1, predict the reactants needed to synthesize it. The reactants are: Br[C:2]1[CH:3]=[N:4][CH:5]=[C:6]([N+:9]([O-:11])=[O:10])[C:7]=1[NH2:8].CCOC(C)=O.O.[NH:19]1[CH2:24][CH2:23][O:22][CH2:21][CH2:20]1.